Predict the reactants needed to synthesize the given product. From a dataset of Full USPTO retrosynthesis dataset with 1.9M reactions from patents (1976-2016). (1) Given the product [Br:12][C:13]1[CH:14]=[C:15]([CH:20]=[CH:21][C:22]=1[CH2:23][NH:1][C@H:2]([CH3:5])[CH2:3][OH:4])[C:16]([O:18][CH3:19])=[O:17], predict the reactants needed to synthesize it. The reactants are: [NH2:1][C@H:2]([CH3:5])[CH2:3][OH:4].C([O-])([O-])=O.[K+].[K+].[Br:12][C:13]1[CH:14]=[C:15]([CH:20]=[CH:21][C:22]=1[CH2:23]Br)[C:16]([O:18][CH3:19])=[O:17]. (2) Given the product [NH2:10][CH2:9][CH:8]([CH:11]1[CH2:12][CH2:13][N:14]([CH2:17][C:18]2[CH:19]=[CH:20][CH:21]=[CH:22][CH:23]=2)[CH2:15][CH2:16]1)[OH:7], predict the reactants needed to synthesize it. The reactants are: [H-].[H-].[H-].[H-].[Li+].[Al+3].[OH:7][CH:8]([CH:11]1[CH2:16][CH2:15][N:14]([CH2:17][C:18]2[CH:23]=[CH:22][CH:21]=[CH:20][CH:19]=2)[CH2:13][CH2:12]1)[C:9]#[N:10].